Predict which catalyst facilitates the given reaction. From a dataset of Catalyst prediction with 721,799 reactions and 888 catalyst types from USPTO. (1) Reactant: [F:1][C:2]1[CH:8]=[C:7]([O:9][C:10]2[C:19]3[C:14](=[CH:15][C:16]([O:22][CH2:23][CH2:24][CH2:25][N:26]4[CH2:31][CH2:30][O:29][CH2:28][CH2:27]4)=[C:17]([O:20][CH3:21])[CH:18]=3)[N:13]=[CH:12][CH:11]=2)[CH:6]=[CH:5][C:3]=1[NH2:4].C(N(CC)CC)C.ClC(Cl)(O[C:43](=[O:49])OC(Cl)(Cl)Cl)Cl.[F:51][C:52]1[CH:57]=[CH:56][C:55]([CH:58]([NH2:60])[CH3:59])=[CH:54][CH:53]=1. Product: [F:1][C:2]1[CH:8]=[C:7]([O:9][C:10]2[C:19]3[C:14](=[CH:15][C:16]([O:22][CH2:23][CH2:24][CH2:25][N:26]4[CH2:27][CH2:28][O:29][CH2:30][CH2:31]4)=[C:17]([O:20][CH3:21])[CH:18]=3)[N:13]=[CH:12][CH:11]=2)[CH:6]=[CH:5][C:3]=1[NH:4][C:43]([NH:60][CH:58]([C:55]1[CH:56]=[CH:57][C:52]([F:51])=[CH:53][CH:54]=1)[CH3:59])=[O:49]. The catalyst class is: 22. (2) Reactant: [Br:1][C:2]1[CH:3]=[C:4]([F:13])[CH:5]=[C:6]2[C:11]=1[N:10]=[C:9](Cl)[N:8]=[CH:7]2.[NH2:14][C:15]1[CH:20]=[CH:19][C:18]([S:21]([NH2:24])(=[O:23])=[O:22])=[CH:17][CH:16]=1.C(OCC)(=O)C. Product: [Br:1][C:2]1[CH:3]=[C:4]([F:13])[CH:5]=[C:6]2[C:11]=1[N:10]=[C:9]([NH:14][C:15]1[CH:20]=[CH:19][C:18]([S:21]([NH2:24])(=[O:22])=[O:23])=[CH:17][CH:16]=1)[N:8]=[CH:7]2. The catalyst class is: 32. (3) Reactant: [CH3:1][CH:2]1[CH2:7][NH:6][CH2:5][CH2:4][NH:3]1.C(N(CC)CC)C.[F:15][C:16]1[CH:17]=[C:18]([N+:23]([O-:25])=[O:24])[CH:19]=[CH:20][C:21]=1F. Product: [F:15][C:16]1[CH:17]=[C:18]([N+:23]([O-:25])=[O:24])[CH:19]=[CH:20][C:21]=1[N:6]1[CH2:5][CH2:4][NH:3][CH:2]([CH3:1])[CH2:7]1. The catalyst class is: 10. (4) Reactant: [C:1]([C:9]([C:24]([OH:26])=[O:25])([OH:23])[C:10]([C:15](=[O:22])[C:16]1[CH:21]=[CH:20][CH:19]=[CH:18][CH:17]=1)([OH:14])[C:11]([OH:13])=[O:12])(=[O:8])[C:2]1[CH:7]=[CH:6][CH:5]=[CH:4][CH:3]=1.[C:27]1([C@:33]23[NH:40][C@H:37]([CH2:38][CH2:39]2)[CH2:36][CH2:35][C@H:34]3[OH:41])[CH:32]=[CH:31][CH:30]=[CH:29][CH:28]=1.C(O)(C)C. Product: [C:15]([C:10]([C:11]([OH:13])=[O:12])([OH:14])[C:9]([C:1](=[O:8])[C:2]1[CH:7]=[CH:6][CH:5]=[CH:4][CH:3]=1)([OH:23])[C:24]([OH:26])=[O:25])(=[O:22])[C:16]1[CH:21]=[CH:20][CH:19]=[CH:18][CH:17]=1.[C:27]1([C@@:33]23[NH:40][C@@H:37]([CH2:38][CH2:39]2)[CH2:36][CH2:35][C@@H:34]3[OH:41])[CH:28]=[CH:29][CH:30]=[CH:31][CH:32]=1. The catalyst class is: 13. (5) Reactant: [CH:1]1([C:4]2[N:8]([C:9]3[C:14]([F:15])=[CH:13][C:12]([NH:16][C:17](=[O:26])[C:18](=[CH:22][N:23]([CH3:25])C)[C:19](=O)[CH3:20])=[CH:11][C:10]=3[F:27])[N:7]=[C:6]([C:28]([F:31])([F:30])[F:29])[CH:5]=2)[CH2:3][CH2:2]1.C(O)(=O)C.C(N)=[NH:37].CC[O-].[Na+]. Product: [CH:1]1([C:4]2[N:8]([C:9]3[C:14]([F:15])=[CH:13][C:12]([NH:16][C:17]([C:18]4[C:19]([CH3:20])=[N:37][CH:25]=[N:23][CH:22]=4)=[O:26])=[CH:11][C:10]=3[F:27])[N:7]=[C:6]([C:28]([F:30])([F:29])[F:31])[CH:5]=2)[CH2:2][CH2:3]1. The catalyst class is: 8. (6) Reactant: [NH:1]1[C:9]2[C:4](=[CH:5][CH:6]=[CH:7][CH:8]=2)[CH2:3][C:2]1=[O:10].[CH2:11]([Li])[CH2:12]CC.CN(C)CCN(C)C.ICC.[NH4+].[Cl-]. Product: [CH2:11]([C:3]1[C:2](=[O:10])[N:1]=[C:9]2[C:4]=1[CH:5]=[CH:6][CH:7]=[CH:8]2)[CH3:12]. The catalyst class is: 1. (7) Reactant: Br[C:2]1[C:7]2=[N:8][S:9][N:10]=[C:6]2[C:5](Br)=[CH:4][C:3]=1[F:12].[CH2:13]([C:25]1[CH:26]=[C:27]([Sn](C)(C)C)[S:28][CH:29]=1)[CH2:14][CH2:15][CH2:16][CH2:17][CH2:18][CH2:19][CH2:20][CH2:21][CH2:22][CH2:23][CH3:24]. Product: [CH2:13]([C:25]1[CH:26]=[C:27]([C:2]2[C:7]3=[N:8][S:9][N:10]=[C:6]3[C:5]([C:27]3[S:28][CH:29]=[C:25]([CH2:13][CH2:14][CH2:15][CH2:16][CH2:17][CH2:18][CH2:19][CH2:20][CH2:21][CH2:22][CH2:23][CH3:24])[CH:26]=3)=[CH:4][C:3]=2[F:12])[S:28][CH:29]=1)[CH2:14][CH2:15][CH2:16][CH2:17][CH2:18][CH2:19][CH2:20][CH2:21][CH2:22][CH2:23][CH3:24]. The catalyst class is: 206. (8) Reactant: [NH2:1][CH2:2][C:3]1[N:7]2[C:8]([N:12]3[CH2:17][CH2:16][N:15]([CH3:18])[CH2:14][CH2:13]3)=[CH:9][CH:10]=[CH:11][C:6]2=[N:5][C:4]=1[CH2:19][N:20]([CH3:31])[C@@H:21]1[C:30]2[N:29]=[CH:28][CH:27]=[CH:26][C:25]=2[CH2:24][CH2:23][CH2:22]1.C(N(CC)C(C)C)(C)C.Cl[C:42]([O:44][CH3:45])=[O:43].[OH-].[NH4+]. Product: [CH3:18][N:15]1[CH2:14][CH2:13][N:12]([C:8]2[N:7]3[C:3]([CH2:2][NH:1][C:42](=[O:43])[O:44][CH3:45])=[C:4]([CH2:19][N:20]([CH3:31])[C@@H:21]4[C:30]5[N:29]=[CH:28][CH:27]=[CH:26][C:25]=5[CH2:24][CH2:23][CH2:22]4)[N:5]=[C:6]3[CH:11]=[CH:10][CH:9]=2)[CH2:17][CH2:16]1. The catalyst class is: 545. (9) Reactant: [Br:1][C:2]1[CH:8]=[CH:7][C:5]([NH2:6])=[C:4]([CH2:9][CH3:10])[CH:3]=1.[F:11][C:12]1[CH:25]=[CH:24][C:15]2[S:16][C:17]([S:20](Cl)(=[O:22])=[O:21])=[C:18]([CH3:19])[C:14]=2[CH:13]=1. Product: [Br:1][C:2]1[CH:8]=[CH:7][C:5]([NH:6][S:20]([C:17]2[S:16][C:15]3[CH:24]=[CH:25][C:12]([F:11])=[CH:13][C:14]=3[C:18]=2[CH3:19])(=[O:22])=[O:21])=[C:4]([CH2:9][CH3:10])[CH:3]=1. The catalyst class is: 17.